From a dataset of NCI-60 drug combinations with 297,098 pairs across 59 cell lines. Regression. Given two drug SMILES strings and cell line genomic features, predict the synergy score measuring deviation from expected non-interaction effect. (1) Drug 1: CC1=CC=C(C=C1)C2=CC(=NN2C3=CC=C(C=C3)S(=O)(=O)N)C(F)(F)F. Drug 2: C1C(C(OC1N2C=C(C(=O)NC2=O)F)CO)O. Cell line: TK-10. Synergy scores: CSS=9.04, Synergy_ZIP=-4.34, Synergy_Bliss=2.00, Synergy_Loewe=-18.6, Synergy_HSA=-3.07. (2) Drug 1: C1=C(C(=O)NC(=O)N1)F. Drug 2: CC1=CC=C(C=C1)C2=CC(=NN2C3=CC=C(C=C3)S(=O)(=O)N)C(F)(F)F. Cell line: KM12. Synergy scores: CSS=21.9, Synergy_ZIP=-17.7, Synergy_Bliss=-31.4, Synergy_Loewe=-26.7, Synergy_HSA=-25.8. (3) Drug 1: C1=CC(=CC=C1CCCC(=O)O)N(CCCl)CCCl. Drug 2: C1=NC2=C(N=C(N=C2N1C3C(C(C(O3)CO)O)O)F)N. Cell line: DU-145. Synergy scores: CSS=19.8, Synergy_ZIP=-11.1, Synergy_Bliss=-12.5, Synergy_Loewe=-13.1, Synergy_HSA=-12.5. (4) Cell line: HT29. Drug 1: C1=CC=C(C=C1)NC(=O)CCCCCCC(=O)NO. Drug 2: C1=NC2=C(N1)C(=S)N=CN2. Synergy scores: CSS=17.2, Synergy_ZIP=-10.5, Synergy_Bliss=3.23, Synergy_Loewe=-4.69, Synergy_HSA=2.49. (5) Drug 1: CCCCC(=O)OCC(=O)C1(CC(C2=C(C1)C(=C3C(=C2O)C(=O)C4=C(C3=O)C=CC=C4OC)O)OC5CC(C(C(O5)C)O)NC(=O)C(F)(F)F)O. Drug 2: C1=NC(=NC(=O)N1C2C(C(C(O2)CO)O)O)N. Cell line: T-47D. Synergy scores: CSS=66.4, Synergy_ZIP=6.28, Synergy_Bliss=5.86, Synergy_Loewe=7.84, Synergy_HSA=8.84. (6) Drug 1: C1C(C(OC1N2C=C(C(=O)NC2=O)F)CO)O. Drug 2: COC1=NC(=NC2=C1N=CN2C3C(C(C(O3)CO)O)O)N. Cell line: NCI/ADR-RES. Synergy scores: CSS=8.29, Synergy_ZIP=-2.83, Synergy_Bliss=-2.13, Synergy_Loewe=-12.7, Synergy_HSA=-3.23.